Dataset: CYP2D6 inhibition data for predicting drug metabolism from PubChem BioAssay. Task: Regression/Classification. Given a drug SMILES string, predict its absorption, distribution, metabolism, or excretion properties. Task type varies by dataset: regression for continuous measurements (e.g., permeability, clearance, half-life) or binary classification for categorical outcomes (e.g., BBB penetration, CYP inhibition). Dataset: cyp2d6_veith. (1) The result is 0 (non-inhibitor). The molecule is Cc1c(C#N)c(=O)oc2ccc3ccccc3c12. (2) The drug is Cc1onc(-c2c(F)cccc2Cl)c1C(=O)N[C@H]1C(=O)N2[C@H]1SC(C)(C)[C@H]2C(=O)[O-].[Na+]. The result is 0 (non-inhibitor). (3) The compound is CN(C)Cc1ccccc1-c1cc(N(C)Cc2ccco2)ncn1. The result is 1 (inhibitor). (4) The drug is CCCn1c(=O)c2[nH]c(-c3ccc(OCC(=O)NCCN)cc3)nc2n(CCC)c1=O. The result is 0 (non-inhibitor). (5) The result is 0 (non-inhibitor). The molecule is CC1CN(C(=O)COc2ncnc3ccccc23)CC(C)O1. (6) The molecule is COc1ccc2[nH]cc(CCNc3cc(-c4ccc5c(c4)OCO5)ncn3)c2c1. The result is 1 (inhibitor).